Task: Predict which catalyst facilitates the given reaction.. Dataset: Catalyst prediction with 721,799 reactions and 888 catalyst types from USPTO Reactant: C(O[BH-](OC(=O)C)OC(=O)C)(=O)C.[Na+].[C:15]1([N:21]2[CH2:26][CH2:25][N:24]([CH2:27][C:28]3[CH:33]=[CH:32][C:31]([NH2:34])=[CH:30][CH:29]=3)[CH2:23][CH2:22]2)[CH:20]=[CH:19][CH:18]=[CH:17][CH:16]=1.[CH:35](=O)[C:36]1[CH:41]=[CH:40][CH:39]=[CH:38][CH:37]=1.C(O)(=O)C. Product: [CH2:35]([NH:34][C:31]1[CH:30]=[CH:29][C:28]([CH2:27][N:24]2[CH2:23][CH2:22][N:21]([C:15]3[CH:20]=[CH:19][CH:18]=[CH:17][CH:16]=3)[CH2:26][CH2:25]2)=[CH:33][CH:32]=1)[C:36]1[CH:41]=[CH:40][CH:39]=[CH:38][CH:37]=1. The catalyst class is: 46.